From a dataset of Full USPTO retrosynthesis dataset with 1.9M reactions from patents (1976-2016). Predict the reactants needed to synthesize the given product. (1) Given the product [CH3:32][N:33]1[CH:37]=[C:36]([C:2]2[CH:3]=[CH:4][C:5]3[N:9]=[N:8][N:7]([CH2:10][C:11]4[CH:12]=[CH:13][C:14]5[N:15]([CH:17]=[C:18]([NH:20][C:21]([CH:23]6[CH2:24][CH2:25]6)=[O:22])[N:19]=5)[N:16]=4)[C:6]=3[CH:31]=2)[CH:35]=[N:34]1, predict the reactants needed to synthesize it. The reactants are: Br[C:2]1[CH:3]=[CH:4][C:5]2[N:9]=[N:8][N:7]([CH2:10][C:11]3[CH:12]=[CH:13][C:14]4[N:15]([CH:17]=[C:18]([N:20](C(C5CC5)=O)[C:21]([CH:23]5[CH2:25][CH2:24]5)=[O:22])[N:19]=4)[N:16]=3)[C:6]=2[CH:31]=1.[CH3:32][N:33]1[CH:37]=[C:36](B2OC(C)(C)C(C)(C)O2)[CH:35]=[N:34]1.O1CCOCC1. (2) The reactants are: [CH3:1][N:2]1[C:10]2[C:5](=[CH:6][CH:7]=[CH:8][C:9]=2[CH2:11][N:12]2[C:16]3[CH:17]=[CH:18][CH:19]=[CH:20][C:15]=3[NH:14][C:13]2=[O:21])[CH:4]=[C:3]1[CH3:22].[C:23]([O:27][CH3:28])(=[O:26])[CH:24]=[CH2:25].[OH-].C([N+](C)(C)C)C1C=CC=CC=1.CO. Given the product [CH3:28][O:27][C:23](=[O:26])[CH2:24][CH2:25][N:14]1[C:15]2[CH:20]=[CH:19][CH:18]=[CH:17][C:16]=2[N:12]([CH2:11][C:9]2[CH:8]=[CH:7][CH:6]=[C:5]3[C:10]=2[N:2]([CH3:1])[C:3]([CH3:22])=[CH:4]3)[C:13]1=[O:21], predict the reactants needed to synthesize it. (3) Given the product [CH2:25]([N:32]1[CH2:37][CH2:36][C:35]([C:12]2[CH:13]=[CH:14][CH:15]=[C:16]3[C:11]=2[N:10]=[C:9]([O:8][CH2:1][C:2]2[CH:7]=[CH:6][CH:5]=[CH:4][CH:3]=2)[CH:18]=[CH:17]3)([OH:44])[CH2:34][CH2:33]1)[C:26]1[CH:31]=[CH:30][CH:29]=[CH:28][CH:27]=1, predict the reactants needed to synthesize it. The reactants are: [CH2:1]([O:8][C:9]1[CH:18]=[CH:17][C:16]2[C:11](=[C:12](Br)[CH:13]=[CH:14][CH:15]=2)[N:10]=1)[C:2]1[CH:7]=[CH:6][CH:5]=[CH:4][CH:3]=1.[Li]CCCC.[CH2:25]([N:32]1[CH2:37][CH2:36][CH2:35][CH2:34][C:33]1=O)[C:26]1[CH:31]=[CH:30][CH:29]=[CH:28][CH:27]=1.[Cl-].[NH4+].C1C[O:44]CC1. (4) The reactants are: [CH3:1][O:2][C:3]([C:5]1[S:15][C:8]2=[CH:9][N:10]=[C:11]([Cl:14])[C:12](Br)=[C:7]2[CH:6]=1)=[O:4]. Given the product [CH3:1][O:2][C:3]([C:5]1[S:15][C:8]2=[CH:9][N:10]=[C:11]([Cl:14])[CH:12]=[C:7]2[CH:6]=1)=[O:4], predict the reactants needed to synthesize it. (5) The reactants are: [OH:1][C:2]1[CH:7]=[CH:6][C:5]([C:8](=[CH:12][C:13]2[CH:18]=[CH:17][C:16]([CH3:19])=[CH:15][CH:14]=2)[C:9]([OH:11])=[O:10])=[CH:4][CH:3]=1.C(=O)([O-])[O-].[K+].[K+].F[C:27]1[CH:34]=[CH:33][C:30]([CH:31]=[O:32])=[CH:29][CH:28]=1.Cl. Given the product [CH:31]([C:30]1[CH:33]=[CH:34][C:27]([O:1][C:2]2[CH:7]=[CH:6][C:5]([C:8](=[CH:12][C:13]3[CH:14]=[CH:15][C:16]([CH3:19])=[CH:17][CH:18]=3)[C:9]([OH:11])=[O:10])=[CH:4][CH:3]=2)=[CH:28][CH:29]=1)=[O:32], predict the reactants needed to synthesize it. (6) Given the product [OH:12][CH:10]([C:7]1[CH:8]=[CH:9][C:4]([C:3]([OH:13])=[O:2])=[CH:5][CH:6]=1)[CH3:11], predict the reactants needed to synthesize it. The reactants are: C[O:2][C:3](=[O:13])[C:4]1[CH:9]=[CH:8][C:7]([CH:10]([OH:12])[CH3:11])=[CH:6][CH:5]=1.[OH-].[K+]. (7) Given the product [ClH:12].[CH3:1][C:2]1[NH:3][C:4]2[C:9]([C:10]=1[C:13]1[C:22]3[C:17](=[CH:18][C:19]([C:23]([F:26])([F:24])[F:25])=[CH:20][CH:21]=3)[N:16]=[CH:15][CH:14]=1)=[CH:8][C:7]([CH3:11])=[CH:6][CH:5]=2, predict the reactants needed to synthesize it. The reactants are: [CH3:1][C:2]1[NH:3][C:4]2[C:9]([CH:10]=1)=[CH:8][C:7]([CH3:11])=[CH:6][CH:5]=2.[Cl:12][C:13]1[C:22]2[C:17](=[CH:18][C:19]([C:23]([F:26])([F:25])[F:24])=[CH:20][CH:21]=2)[N:16]=[CH:15][CH:14]=1.